Dataset: Full USPTO retrosynthesis dataset with 1.9M reactions from patents (1976-2016). Task: Predict the reactants needed to synthesize the given product. Given the product [C:9]([O:13][C:14](=[O:23])[NH:15][C:16]1[CH:17]=[CH:18][C:19]([NH:22][C:2]2[CH:7]=[C:6]([Cl:8])[N:5]=[CH:4][N:3]=2)=[CH:20][CH:21]=1)([CH3:12])([CH3:10])[CH3:11], predict the reactants needed to synthesize it. The reactants are: Cl[C:2]1[CH:7]=[C:6]([Cl:8])[N:5]=[CH:4][N:3]=1.[C:9]([O:13][C:14](=[O:23])[NH:15][C:16]1[CH:21]=[CH:20][C:19]([NH2:22])=[CH:18][CH:17]=1)([CH3:12])([CH3:11])[CH3:10].